Dataset: Volume of distribution at steady state (VDss) regression data from Lombardo et al.. Task: Regression/Classification. Given a drug SMILES string, predict its absorption, distribution, metabolism, or excretion properties. Task type varies by dataset: regression for continuous measurements (e.g., permeability, clearance, half-life) or binary classification for categorical outcomes (e.g., BBB penetration, CYP inhibition). For this dataset (vdss_lombardo), we predict log10(VDss) (log10 of volume of distribution in L/kg). (1) The molecule is CC1CN(c2c(F)cc3c(=O)c(C(=O)[O-])cn(C4CC4)c3c2OC(F)F)CC[NH2+]1. The log10(VDss) is 0.0400. (2) The drug is CCC1(O)CC(OC2CC(N3CCOCC3)C(O)C(C)O2)c2c(O)c3c(c(O)c2C1O)C(=O)c1cccc(O)c1C3=O. The log10(VDss) is 1.32.